Predict the product of the given reaction. From a dataset of Forward reaction prediction with 1.9M reactions from USPTO patents (1976-2016). (1) Given the reactants O1[CH2:6][CH2:5][N:4]([C:7]2[CH:12]=[CH:11][C:10]([C:13]3[NH:14][C:15]4[C:20]([N:21]=3)=[C:19]([C:22]3[CH:23]=[CH:24][C:25]([O:30][CH:31]5[CH2:36][CH2:35][NH:34][CH2:33][CH2:32]5)=[C:26]([CH:29]=3)[C:27]#[N:28])[N:18]=[CH:17][N:16]=4)=[CH:9][CH:8]=2)[CH2:3]C1.[C:37]([OH:40])(=O)C.C[CH2:42][N:43](C(C)C)[CH:44](C)C.CN(C(ON1N=NC2C=CC=NC1=2)=[N+](C)C)C.F[P-](F)(F)(F)(F)F, predict the reaction product. The product is: [CH:37]([N:34]1[CH2:35][CH2:36][CH:31]([O:30][C:25]2[CH:24]=[CH:23][C:22]([C:19]3[N:18]=[CH:17][N:16]=[C:15]4[C:20]=3[N:21]=[C:13]([C:10]3[CH:9]=[CH:8][C:7]([N:4]5[CH2:3][CH2:42][N:43]([CH3:44])[CH2:6][CH2:5]5)=[CH:12][CH:11]=3)[NH:14]4)=[CH:29][C:26]=2[C:27]#[N:28])[CH2:32][CH2:33]1)=[O:40]. (2) Given the reactants [CH2:1]([NH2:4])[CH2:2][NH2:3].[CH3:5][C:6]([O:9][C:10](O[C:10]([O:9][C:6]([CH3:8])([CH3:7])[CH3:5])=[O:11])=[O:11])([CH3:8])[CH3:7].C([O-])(O)=O.[Na+], predict the reaction product. The product is: [C:6]([O:9][C:10](=[O:11])[NH:3][CH2:2][CH2:1][NH2:4])([CH3:8])([CH3:7])[CH3:5].